This data is from Reaction yield outcomes from USPTO patents with 853,638 reactions. The task is: Predict the reaction yield, written as a fraction of the theoretical maximum amount of product (1.0 means a 100% yield; for example, 0.34 means a 34% yield). The reactants are [H-].[Al+3].[Li+].[H-].[H-].[H-].C([O:9][C:10](=O)[CH2:11][CH:12]1[C:17](=O)[NH:16][CH2:15][CH2:14][N:13]1[CH2:19][C:20]1[CH:25]=[CH:24][CH:23]=[CH:22][CH:21]=1)C.[OH-].[Na+]. The catalyst is C1COCC1. The product is [CH2:19]([N:13]1[CH2:14][CH2:15][NH:16][CH2:17][CH:12]1[CH2:11][CH2:10][OH:9])[C:20]1[CH:21]=[CH:22][CH:23]=[CH:24][CH:25]=1. The yield is 0.900.